Dataset: Forward reaction prediction with 1.9M reactions from USPTO patents (1976-2016). Task: Predict the product of the given reaction. (1) Given the reactants [CH:1]1([O:4][C:5]2[CH:13]=[CH:12][C:8]([C:9]([OH:11])=O)=[CH:7][C:6]=2[N+:14]([O-:16])=[O:15])[CH2:3][CH2:2]1.[C:17]1([C:23]2[S:27][C:26]([NH2:28])=[N:25][N:24]=2)[CH:22]=[CH:21][CH:20]=[CH:19][CH:18]=1.C1CN([P+](ON2N=NC3C=CC=CC2=3)(N2CCCC2)N2CCCC2)CC1.F[P-](F)(F)(F)(F)F.C(N(C(C)C)C(C)C)C, predict the reaction product. The product is: [CH:1]1([O:4][C:5]2[CH:13]=[CH:12][C:8]([C:9]([NH:28][C:26]3[S:27][C:23]([C:17]4[CH:22]=[CH:21][CH:20]=[CH:19][CH:18]=4)=[N:24][N:25]=3)=[O:11])=[CH:7][C:6]=2[N+:14]([O-:16])=[O:15])[CH2:2][CH2:3]1. (2) Given the reactants [Cl:1][C:2]1[CH:3]=[C:4]([CH2:8][CH2:9][CH2:10][N:11]([C@H:25]2[CH2:30][CH2:29][C@H:28]([CH3:31])[CH2:27][CH2:26]2)[C:12](=[O:24])NC2SC(SCC(O)=O)=CN=2)[CH:5]=[CH:6][CH:7]=1.C([O:34][C:35](=[O:46])[C:36]([S:39][C:40]1[S:44][C:43]([NH2:45])=[N:42][CH:41]=1)([CH3:38])[CH3:37])C, predict the reaction product. The product is: [Cl:1][C:2]1[CH:3]=[C:4]([CH2:8][CH2:9][CH2:10][N:11]([C@H:25]2[CH2:26][CH2:27][C@H:28]([CH3:31])[CH2:29][CH2:30]2)[C:12](=[O:24])[NH:45][C:43]2[S:44][C:40]([S:39][C:36]([CH3:37])([CH3:38])[C:35]([OH:34])=[O:46])=[CH:41][N:42]=2)[CH:5]=[CH:6][CH:7]=1. (3) Given the reactants [CH2:1]([NH:8][C:9]1[C:18]([CH:19]=[O:20])=[CH:17][C:16]2[C:11](=[CH:12][CH:13]=[C:14]([O:21][CH3:22])[CH:15]=2)[N:10]=1)[C:2]1[CH:7]=[CH:6][CH:5]=[CH:4][CH:3]=1, predict the reaction product. The product is: [CH2:1]([NH:8][C:9]1[C:18]([CH2:19][OH:20])=[CH:17][C:16]2[C:11](=[CH:12][CH:13]=[C:14]([O:21][CH3:22])[CH:15]=2)[N:10]=1)[C:2]1[CH:3]=[CH:4][CH:5]=[CH:6][CH:7]=1. (4) Given the reactants [Br:1][C:2]1[CH2:11][CH2:10][C:9]2[C:4](=[CH:5][CH:6]=[C:7]([Cl:12])[CH:8]=2)[C:3]=1[CH:13]=[O:14].ClC1C(=O)C(C#N)=C(C#N)C(=O)C=1Cl, predict the reaction product. The product is: [Br:1][C:2]1[CH:11]=[CH:10][C:9]2[C:4](=[CH:5][CH:6]=[C:7]([Cl:12])[CH:8]=2)[C:3]=1[CH:13]=[O:14]. (5) Given the reactants [N+](=[CH:3][C:4]([O:6][CH2:7][CH3:8])=[O:5])=[N-].[C:9]([O:13][C:14](=[O:30])[NH:15][C:16]([C:23]1[CH:28]=[CH:27][CH:26]=[C:25]([Br:29])[CH:24]=1)([CH2:21][OH:22])[C:17]([F:20])([F:19])[F:18])([CH3:12])([CH3:11])[CH3:10], predict the reaction product. The product is: [CH2:7]([O:6][C:4](=[O:5])[CH2:3][O:22][CH2:21][C:16]([C:23]1[CH:28]=[CH:27][CH:26]=[C:25]([Br:29])[CH:24]=1)([NH:15][C:14]([O:13][C:9]([CH3:12])([CH3:11])[CH3:10])=[O:30])[C:17]([F:18])([F:19])[F:20])[CH3:8]. (6) Given the reactants [CH3:1][O:2][C:3](=[O:13])[C:4]1[C:9]([CH3:10])=[CH:8][C:7]([Br:11])=[CH:6][C:5]=1[CH3:12].[Br:14]NC(=O)CCC(N)=O.C(OOC(=O)C1C=CC=CC=1)(=O)C1C=CC=CC=1, predict the reaction product. The product is: [CH3:1][O:2][C:3](=[O:13])[C:4]1[C:5]([CH3:12])=[CH:6][C:7]([Br:11])=[CH:8][C:9]=1[CH2:10][Br:14]. (7) Given the reactants C1C=CC(P(C2C=CC=CC=2)C2C=CC=CC=2)=CC=1.II.C(N(CC)CC)C.[NH2:29][C:30]1[C:31]([C:47]([NH:49][NH:50][C:51]([C:53]2[CH:54]=[C:55]3[C:60](=[CH:61][CH:62]=2)[CH2:59][N:58]([C:63]([O:65][C:66]([CH3:69])([CH3:68])[CH3:67])=[O:64])[CH2:57][CH2:56]3)=[O:52])=O)=[N:32][C:33]([C:36]2[CH:41]=[CH:40][N:39]=[C:38]([C:42]([C:45]#[N:46])([CH3:44])[CH3:43])[CH:37]=2)=[CH:34][N:35]=1, predict the reaction product. The product is: [NH2:29][C:30]1[C:31]([C:47]2[O:52][C:51]([C:53]3[CH:54]=[C:55]4[C:60](=[CH:61][CH:62]=3)[CH2:59][N:58]([C:63]([O:65][C:66]([CH3:69])([CH3:68])[CH3:67])=[O:64])[CH2:57][CH2:56]4)=[N:50][N:49]=2)=[N:32][C:33]([C:36]2[CH:41]=[CH:40][N:39]=[C:38]([C:42]([C:45]#[N:46])([CH3:43])[CH3:44])[CH:37]=2)=[CH:34][N:35]=1.